Task: Predict which catalyst facilitates the given reaction.. Dataset: Catalyst prediction with 721,799 reactions and 888 catalyst types from USPTO (1) Reactant: [N:1]1[NH:2][N:3]=[N:4][C:5]=1[NH:6][C:7]([C:9]1[S:13][C:12]2[CH:14]=[C:15]([CH3:20])[C:16]([O:18][CH3:19])=[CH:17][C:11]=2[C:10]=1[O:21][C:22]1[CH:27]=[CH:26][C:25]([CH:28]2[CH2:33][CH2:32][CH2:31][CH2:30][CH2:29]2)=[CH:24][CH:23]=1)=[O:8].[CH:34](N(C(C)C)CC)(C)C.CI. Product: [CH3:34][N:3]1[N:2]=[N:1][C:5]([NH:6][C:7]([C:9]2[S:13][C:12]3[CH:14]=[C:15]([CH3:20])[C:16]([O:18][CH3:19])=[CH:17][C:11]=3[C:10]=2[O:21][C:22]2[CH:23]=[CH:24][C:25]([CH:28]3[CH2:33][CH2:32][CH2:31][CH2:30][CH2:29]3)=[CH:26][CH:27]=2)=[O:8])=[N:4]1. The catalyst class is: 4. (2) Reactant: [CH3:1][S:2][C:3]1[CH:4]=[C:5]([CH:7]=[CH:8][CH:9]=1)[NH2:6].[N:10]#[C:11]Br. Product: [CH3:1][S:2][C:3]1[CH:4]=[C:5]([NH:6][C:11]#[N:10])[CH:7]=[CH:8][CH:9]=1. The catalyst class is: 27. (3) Reactant: O[CH:2]([CH:4]1[C:13](=[O:14])[C:12]2[CH:11]=[C:10]([C:15]([O:17][CH3:18])=[O:16])[CH:9]=[CH:8][C:7]=2[CH2:6][CH2:5]1)[CH3:3].C(O)(=O)C.N1C=CC=CC=1. Product: [CH:2](=[C:4]1[C:13](=[O:14])[C:12]2[CH:11]=[C:10]([C:15]([O:17][CH3:18])=[O:16])[CH:9]=[CH:8][C:7]=2[CH2:6][CH2:5]1)[CH3:3]. The catalyst class is: 46. (4) Reactant: [NH2:1][C:2]1[CH:10]=[C:9]([I:11])[CH:8]=[CH:7][C:3]=1[C:4]([NH2:6])=[O:5].[C:12](OCC)(=O)[C:13]([O:15][CH2:16][CH3:17])=[O:14]. Product: [I:11][C:9]1[CH:10]=[C:2]2[C:3]([C:4](=[O:5])[NH:6][C:12]([C:13]([O:15][CH2:16][CH3:17])=[O:14])=[N:1]2)=[CH:7][CH:8]=1. The catalyst class is: 86. (5) Reactant: CS(O[CH:6]([C:25]1[CH:30]=[CH:29][C:28]([Cl:31])=[C:27]([N+:32]([O-:34])=[O:33])[CH:26]=1)[CH2:7][CH2:8][CH:9](OS(C)(=O)=O)[C:10]1[CH:15]=[CH:14][C:13]([Cl:16])=[C:12]([N+:17]([O-:19])=[O:18])[CH:11]=1)(=O)=O.[F:35][C:36]1[CH:42]=[CH:41][C:39]([NH2:40])=[CH:38][CH:37]=1. Product: [Cl:16][C:13]1[CH:14]=[CH:15][C:10]([CH:9]2[CH2:8][CH2:7][CH:6]([C:25]3[CH:30]=[CH:29][C:28]([Cl:31])=[C:27]([N+:32]([O-:34])=[O:33])[CH:26]=3)[N:40]2[C:39]2[CH:41]=[CH:42][C:36]([F:35])=[CH:37][CH:38]=2)=[CH:11][C:12]=1[N+:17]([O-:19])=[O:18]. The catalyst class is: 6. (6) Reactant: Br[CH2:2][C:3]1[CH:10]=[CH:9][CH:8]=[CH:7][C:4]=1[C:5]#[N:6].[N-:11]=[N+:12]=[N-:13].[Na+].C(OCC)(=O)C. Product: [N:11]([CH2:2][C:3]1[CH:10]=[CH:9][CH:8]=[CH:7][C:4]=1[C:5]#[N:6])=[N+:12]=[N-:13]. The catalyst class is: 9.